From a dataset of Peptide-MHC class I binding affinity with 185,985 pairs from IEDB/IMGT. Regression. Given a peptide amino acid sequence and an MHC pseudo amino acid sequence, predict their binding affinity value. This is MHC class I binding data. (1) The peptide sequence is KYQSPVNIF. The MHC is HLA-A24:03 with pseudo-sequence HLA-A24:03. The binding affinity (normalized) is 0.908. (2) The peptide sequence is TYVPSQERNF. The MHC is Patr-A0901 with pseudo-sequence Patr-A0901. The binding affinity (normalized) is 0.136.